The task is: Predict which catalyst facilitates the given reaction.. This data is from Catalyst prediction with 721,799 reactions and 888 catalyst types from USPTO. Reactant: C([O-])(=O)C.[NH4+:5].[CH2:6]([O:13][CH2:14][CH2:15][N:16]1[C:24]2[CH:23]=[C:22]([CH3:25])[N:21]=[C:20](OC3C=CC=CC=3)[C:19]=2[N:18]=[C:17]1[CH2:33][O:34][CH2:35][CH3:36])[C:7]1[CH:12]=[CH:11][CH:10]=[CH:9][CH:8]=1.[OH-].[Na+]. Product: [CH2:6]([O:13][CH2:14][CH2:15][N:16]1[C:24]2[CH:23]=[C:22]([CH3:25])[N:21]=[C:20]([NH2:5])[C:19]=2[N:18]=[C:17]1[CH2:33][O:34][CH2:35][CH3:36])[C:7]1[CH:12]=[CH:11][CH:10]=[CH:9][CH:8]=1. The catalyst class is: 6.